From a dataset of Reaction yield outcomes from USPTO patents with 853,638 reactions. Predict the reaction yield, written as a fraction of the theoretical maximum amount of product (1.0 means a 100% yield; for example, 0.34 means a 34% yield). The reactants are [OH:1][CH:2]1[CH2:7][CH2:6][CH2:5][CH:4]([O:8][C:9]2[CH:14]=[CH:13][C:12]([N:15]3[C:20](=[O:21])[C:19]([CH2:22][C:23]4[CH:28]=[CH:27][C:26]([C:29]5[CH:34]=[CH:33][CH:32]=[CH:31][C:30]=5[C:35]5[NH:39][C:38](=[O:40])[O:37][N:36]=5)=[CH:25][CH:24]=4)=[C:18]([CH2:41][CH2:42][CH3:43])[N:17]=[C:16]3[CH3:44])=[CH:11][CH:10]=2)[CH2:3]1.CC(OI1(OC(C)=O)(OC(C)=O)OC(=O)C2C1=CC=CC=2)=O.C(OCC)(=O)C.S([O-])([O-])(=O)=S.[Na+].[Na+]. The catalyst is C(Cl)Cl.O. The product is [CH3:44][C:16]1[N:15]([C:12]2[CH:11]=[CH:10][C:9]([O:8][CH:4]3[CH2:5][CH2:6][CH2:7][C:2](=[O:1])[CH2:3]3)=[CH:14][CH:13]=2)[C:20](=[O:21])[C:19]([CH2:22][C:23]2[CH:28]=[CH:27][C:26]([C:29]3[CH:34]=[CH:33][CH:32]=[CH:31][C:30]=3[C:35]3[NH:39][C:38](=[O:40])[O:37][N:36]=3)=[CH:25][CH:24]=2)=[C:18]([CH2:41][CH2:42][CH3:43])[N:17]=1. The yield is 0.840.